The task is: Predict the product of the given reaction.. This data is from Forward reaction prediction with 1.9M reactions from USPTO patents (1976-2016). (1) Given the reactants [N:1]1([CH2:7][CH2:8][NH2:9])[CH2:6][CH2:5][CH2:4][CH2:3][CH2:2]1.Cl[C:11]1[N:12]=[N+:13]([O-:23])[C:14]2[CH:20]=[CH:19][C:18]([O:21][CH3:22])=[CH:17][C:15]=2[N:16]=1, predict the reaction product. The product is: [CH3:22][O:21][C:18]1[CH:19]=[CH:20][C:14]2[N+:13]([O-:23])=[N:12][C:11]([NH:9][CH2:8][CH2:7][N:1]3[CH2:6][CH2:5][CH2:4][CH2:3][CH2:2]3)=[N:16][C:15]=2[CH:17]=1. (2) Given the reactants [NH2:1][C:2]1[CH:3]=[N:4][O:5][CH:6]=1.N1C=CC=CC=1.Cl[C:14]([O:16][C:17]1[CH:22]=[CH:21][CH:20]=[CH:19][CH:18]=1)=[O:15], predict the reaction product. The product is: [O:5]1[CH:6]=[C:2]([NH:1][C:14](=[O:15])[O:16][C:17]2[CH:22]=[CH:21][CH:20]=[CH:19][CH:18]=2)[CH:3]=[N:4]1. (3) Given the reactants [S:1]([C:11]1[CH:19]=[CH:18][CH:17]=[CH:16][C:12]=1[C:13]([OH:15])=[O:14])[C:2]1[CH:10]=[CH:9][CH:8]=[CH:7][C:3]=1[C:4]([OH:6])=[O:5].I([O-])(=O)(=O)=[O:21].[Na+].[OH2:26], predict the reaction product. The product is: [S:1]([C:11]1[CH:19]=[CH:18][CH:17]=[CH:16][C:12]=1[C:13]([OH:15])=[O:14])([C:2]1[CH:10]=[CH:9][CH:8]=[CH:7][C:3]=1[C:4]([OH:6])=[O:5])(=[O:21])=[O:26].